Dataset: Full USPTO retrosynthesis dataset with 1.9M reactions from patents (1976-2016). Task: Predict the reactants needed to synthesize the given product. (1) Given the product [NH2:11][C:7]1[CH:6]=[C:5]2[C:10](=[N:9][CH:8]=1)[N:2]([CH3:1])[CH:3]=[CH:4]2, predict the reactants needed to synthesize it. The reactants are: [CH3:1][N:2]1[C:10]2[C:5](=[CH:6][C:7]([N+:11]([O-])=O)=[CH:8][N:9]=2)[CH:4]=[CH:3]1.[Cl-].[NH4+].CO. (2) Given the product [OH:10][C@@H:6]([CH:7]([CH3:9])[CH3:8])[C@@H:2]([N:1]([C:48]1[CH:47]=[CH:46][C:45]([C:39]2[CH:40]=[CH:41][CH:42]=[CH:43][CH:44]=2)=[CH:50][CH:49]=1)[C:16]([O:17][CH3:18])=[O:37])[C:3]([OH:5])=[O:4], predict the reactants needed to synthesize it. The reactants are: [NH2:1][C@H:2]([C@@H:6]([OH:10])[CH:7]([CH3:9])[CH3:8])[C:3]([OH:5])=[O:4].C([O-])(O)=O.[Na+].[C:16](=O)([O-:37])[O:17][C:18]1C(C)=C(C2C=CC(C3C=CC=CC=3)=CC=2)C=CN=1.[C:39]1([C:45]2[CH:50]=[CH:49][C:48](C3C=CN(C([O-])=O)C(=O)C=3C)=[CH:47][CH:46]=2)[CH:44]=[CH:43][CH:42]=[CH:41][CH:40]=1. (3) Given the product [F:14][C:11]1[CH:12]=[CH:13][C:8]([C:5]2[N:6]=[CH:7][C:2]([C:32]([C:29]3[CH:30]=[CH:31][N:26]=[CH:27][CH:28]=3)([OH:34])[CH3:33])=[N:3][CH:4]=2)=[CH:9][CH:10]=1, predict the reactants needed to synthesize it. The reactants are: Br[C:2]1[CH:7]=[N:6][C:5]([C:8]2[CH:13]=[CH:12][C:11]([F:14])=[CH:10][CH:9]=2)=[CH:4][N:3]=1.[Li]CCCC.CCCCCC.[N:26]1[CH:31]=[CH:30][C:29]([C:32](=[O:34])[CH3:33])=[CH:28][CH:27]=1. (4) Given the product [Cl:16][CH:17]([CH3:21])[C:18]([O:8][C:9]1[C:14](=[S:15])[CH:13]=[CH:12][O:11][CH:10]=1)=[O:19], predict the reactants needed to synthesize it. The reactants are: C(N(CC)CC)C.[OH:8][C:9]1[C:14](=[S:15])[CH:13]=[CH:12][O:11][CH:10]=1.[Cl:16][CH:17]([CH3:21])[C:18](Cl)=[O:19]. (5) Given the product [Cl:1][C:2]1[CH:11]=[C:10]([O:27][CH2:28][C:29]2[CH:34]=[CH:33][C:32]([O:35][CH3:36])=[CH:31][CH:30]=2)[C:9]2[C:4](=[C:5]([CH3:15])[C:6]([O:13][CH3:14])=[CH:7][CH:8]=2)[N:3]=1, predict the reactants needed to synthesize it. The reactants are: [Cl:1][C:2]1[CH:11]=[C:10](Cl)[C:9]2[C:4](=[C:5]([CH3:15])[C:6]([O:13][CH3:14])=[CH:7][CH:8]=2)[N:3]=1.ClC1C=C([O:27][CH2:28][C:29]2[CH:34]=[CH:33][C:32]([O:35][CH3:36])=[CH:31][CH:30]=2)C2C(=C(Cl)C(OC)=CC=2)N=1. (6) Given the product [F:21][C:19]([F:20])([F:22])[C:5]1[CH:6]=[N:7][C:8]2[CH2:9][CH2:10][NH:11][C:2](=[O:1])[C:3]=2[CH:4]=1, predict the reactants needed to synthesize it. The reactants are: [O:1]=[C:2]1[N:11](C(OC(C)(C)C)=O)[CH2:10][CH2:9][C:8]2[N:7]=[CH:6][C:5]([C:19]([F:22])([F:21])[F:20])=[CH:4][C:3]1=2.C(=O)(O)[O-].[Na+].